From a dataset of Full USPTO retrosynthesis dataset with 1.9M reactions from patents (1976-2016). Predict the reactants needed to synthesize the given product. (1) Given the product [C:1]([NH:24][CH2:25][CH2:26][NH:27][C:28](=[O:46])[O:29][CH2:30][C@@H:31]1[CH2:35][CH2:34][C@H:33]([N:36]2[CH:44]=[N:43][C:42]3[C:41](=[O:45])[N:40]=[CH:39][NH:38][C:37]2=3)[O:32]1)(=[O:23])[CH2:2][CH2:3][CH2:4]/[CH:5]=[CH:6]\[CH2:7]/[CH:8]=[CH:9]\[CH2:10]/[CH:11]=[CH:12]\[CH2:13]/[CH:14]=[CH:15]\[CH2:16]/[CH:17]=[CH:18]\[CH2:19][CH3:20], predict the reactants needed to synthesize it. The reactants are: [C:1]([NH:24][CH2:25][CH2:26][NH:27][C:28](=[O:46])[O:29][CH2:30][C@@H:31]1[CH2:35][CH2:34][C@H:33]([N:36]2[CH:44]=[N:43][C:42]3[C:41](=[O:45])[N:40]=[CH:39][NH:38][C:37]2=3)[O:32]1)(=[O:23])[CH2:2][CH2:3]/[CH:4]=[CH:5]\[CH2:6]/[CH:7]=[CH:8]\[CH2:9]/[CH:10]=[CH:11]\[CH2:12]/[CH:13]=[CH:14]\[CH2:15]/[CH:16]=[CH:17]\[CH2:18]/[CH:19]=[CH:20]\CC.NCCNC(=O)CCC/C=C\C/C=C\C/C=C\C/C=C\C/C=C\CC. (2) Given the product [CH2:1]([O:3][C:4]([C:6]1[CH:7]=[N:8][C:9]2[C:14]([CH:15]=1)=[C:13]([Cl:17])[CH:12]=[C:11]([Cl:18])[C:10]=2[O:19][CH3:20])=[O:5])[CH3:2], predict the reactants needed to synthesize it. The reactants are: [CH2:1]([O:3][C:4]([C:6]1[CH:7]=[N:8][C:9]2[C:14]([C:15]=1Cl)=[C:13]([Cl:17])[CH:12]=[C:11]([Cl:18])[C:10]=2[O:19][CH3:20])=[O:5])[CH3:2].C(O)(=O)C.C(OCC)(=O)C. (3) Given the product [F:22][C:2]([F:1])([F:21])[C:3]1[CH:4]=[CH:5][C:6]([N:9]2[CH:13]=[N:12][C:11]([C:14]3[CH:20]=[CH:19][C:17]([NH:18][C:23](=[O:34])[O:24][C:25]4[CH:26]=[CH:27][C:28]([N+:31]([O-:33])=[O:32])=[CH:29][CH:30]=4)=[CH:16][CH:15]=3)=[N:10]2)=[CH:7][CH:8]=1, predict the reactants needed to synthesize it. The reactants are: [F:1][C:2]([F:22])([F:21])[C:3]1[CH:8]=[CH:7][C:6]([N:9]2[CH:13]=[N:12][C:11]([C:14]3[CH:20]=[CH:19][C:17]([NH2:18])=[CH:16][CH:15]=3)=[N:10]2)=[CH:5][CH:4]=1.[C:23](Cl)(=[O:34])[O:24][C:25]1[CH:30]=[CH:29][C:28]([N+:31]([O-:33])=[O:32])=[CH:27][CH:26]=1. (4) Given the product [Cl:1][C:2]1[CH:3]=[C:4]([CH:12]([CH2:16][CH:17]2[CH2:21][CH2:20][CH2:19][C:18]2=[O:22])[C:13]([NH:29][C:30]2[CH:35]=[N:34][CH:33]=[CH:32][N:31]=2)=[O:14])[CH:5]=[CH:6][C:7]=1[S:8]([CH3:11])(=[O:10])=[O:9], predict the reactants needed to synthesize it. The reactants are: [Cl:1][C:2]1[CH:3]=[C:4]([CH:12]([CH2:16][CH:17]2[CH2:21][CH2:20][CH2:19][C:18]2=[O:22])[C:13](O)=[O:14])[CH:5]=[CH:6][C:7]=1[S:8]([CH3:11])(=[O:10])=[O:9].C(Cl)(=O)C(Cl)=O.[NH2:29][C:30]1[CH:35]=[N:34][CH:33]=[CH:32][N:31]=1.N1C=CC=CC=1. (5) Given the product [C:18]1([C:21]2[CH:22]=[CH:23][CH:24]=[CH:25][CH:26]=2)[CH:19]=[CH:20][C:15]([C:13]2[N:14]=[C:10]([CH2:9][CH2:8][NH2:7])[NH:11][CH:12]=2)=[CH:16][CH:17]=1, predict the reactants needed to synthesize it. The reactants are: C(OC(=O)[NH:7][CH2:8][CH2:9][C:10]1[NH:11][CH:12]=[C:13]([C:15]2[CH:20]=[CH:19][C:18]([C:21]3[CH:26]=[CH:25][CH:24]=[CH:23][CH:22]=3)=[CH:17][CH:16]=2)[N:14]=1)(C)(C)C.C(OCC)(=O)C. (6) Given the product [CH2:16]([CH:18]([CH2:21][CH3:22])[CH2:19][N:8]1[C:9]2[C:4](=[CH:3][C:2]([F:1])=[C:11]([F:12])[CH:10]=2)[C:5](=[O:15])[C:6]([C:13]#[N:14])=[CH:7]1)[CH3:17], predict the reactants needed to synthesize it. The reactants are: [F:1][C:2]1[CH:3]=[C:4]2[C:9](=[CH:10][C:11]=1[F:12])[NH:8][CH:7]=[C:6]([C:13]#[N:14])[C:5]2=[O:15].[CH2:16]([CH:18]([CH2:21][CH3:22])[CH2:19]Cl)[CH3:17]. (7) Given the product [CH2:33]([O:32][C:30]([N:27]1[CH2:28][CH2:29][CH:24]([CH2:23][NH:22][C:6](=[O:8])[C:5]2[CH:4]=[CH:3][C:2]([OH:1])=[CH:10][CH:9]=2)[CH2:25][CH2:26]1)=[O:31])[C:34]1[CH:39]=[CH:38][CH:37]=[CH:36][CH:35]=1, predict the reactants needed to synthesize it. The reactants are: [OH:1][C:2]1[CH:10]=[CH:9][C:5]([C:6]([OH:8])=O)=[CH:4][CH:3]=1.O.ON1C2C=CC=CC=2N=N1.[NH2:22][CH2:23][CH:24]1[CH2:29][CH2:28][N:27]([C:30]([O:32][CH2:33][C:34]2[CH:39]=[CH:38][CH:37]=[CH:36][CH:35]=2)=[O:31])[CH2:26][CH2:25]1.C(N(CC)CC)C.Cl.C(N=C=NCCCN(C)C)C. (8) Given the product [CH:21]1([C:5]2[N:4]=[C:3]([CH2:2][NH:1][C:26]([NH2:28])=[O:27])[N:7]([CH2:8][CH3:9])[C:6]=2[S:10][C:11]2[CH:18]=[C:15]([C:16]#[N:17])[CH:14]=[C:13]([C:19]#[N:20])[CH:12]=2)[CH2:23][CH2:22]1, predict the reactants needed to synthesize it. The reactants are: [NH2:1][CH2:2][C:3]1[N:7]([CH2:8][CH3:9])[C:6]([S:10][C:11]2[CH:12]=[C:13]([C:19]#[N:20])[CH:14]=[C:15]([CH:18]=2)[C:16]#[N:17])=[C:5]([CH:21]2[CH2:23][CH2:22]2)[N:4]=1.ClC(Cl)(Cl)[C:26]([N:28]=C=O)=[O:27]. (9) Given the product [Br:14][C:15]1[CH:16]=[C:17]([CH:20]=[C:21]([O:23][CH3:24])[CH:22]=1)[CH2:18][CH:4]1[C:5]2[C:10](=[CH:9][CH:8]=[CH:7][CH:6]=2)[NH:1][C:2](=[O:11])[CH2:3]1, predict the reactants needed to synthesize it. The reactants are: [NH:1]1[C:10]2[C:5](=[CH:6][CH:7]=[CH:8][CH:9]=2)[CH2:4][CH2:3][C:2]1=[O:11].[H-].[Na+].[Br:14][C:15]1[CH:16]=[C:17]([CH:20]=[C:21]([O:23][CH3:24])[CH:22]=1)[CH2:18]Br.